Dataset: Forward reaction prediction with 1.9M reactions from USPTO patents (1976-2016). Task: Predict the product of the given reaction. (1) The product is: [C:2]([C:7]1[S:11][C:10]([CH2:12][N:13]2[CH:17]=[CH:16][C:15]([NH:18][C:27]([C:25]3[N:26]=[C:22]([CH:19]4[CH2:20][CH2:21]4)[O:23][C:24]=3[C:30]3[CH:31]=[CH:32][CH:33]=[CH:34][CH:35]=3)=[O:28])=[N:14]2)=[CH:9][CH:8]=1)(=[O:6])[CH3:1]. Given the reactants [CH3:1][C:2]1([C:7]2[S:11][C:10]([CH2:12][N:13]3[CH:17]=[CH:16][C:15]([NH2:18])=[N:14]3)=[CH:9][CH:8]=2)[O:6]CCO1.[CH:19]1([C:22]2[O:23][C:24]([C:30]3[CH:35]=[CH:34][CH:33]=[CH:32][CH:31]=3)=[C:25]([C:27](O)=[O:28])[N:26]=2)[CH2:21][CH2:20]1, predict the reaction product. (2) The product is: [C:18]1([CH:17]([C:11]2[CH:16]=[CH:15][CH:14]=[CH:13][CH:12]=2)[N:24]2[CH2:25][CH2:26][N:27]([CH2:1][CH:3]3[CH2:5][CH:4]3[C:6]([O:8][CH2:9][CH3:10])=[O:7])[CH2:28][CH2:29]2)[CH:19]=[CH:20][CH:21]=[CH:22][CH:23]=1. Given the reactants [CH:1]([CH:3]1[CH2:5][CH:4]1[C:6]([O:8][CH2:9][CH3:10])=[O:7])=O.[C:11]1([CH:17]([N:24]2[CH2:29][CH2:28][NH:27][CH2:26][CH2:25]2)[C:18]2[CH:23]=[CH:22][CH:21]=[CH:20][CH:19]=2)[CH:16]=[CH:15][CH:14]=[CH:13][CH:12]=1, predict the reaction product. (3) Given the reactants Br[C:2]1[CH:9]=[CH:8][CH:7]=[CH:6][C:3]=1[C:4]#[N:5].[CH3:10][C@H:11]1[CH2:16][NH:15][CH2:14][CH2:13][NH:12]1.C1C=CC(P(C2C(C3C(P(C4C=CC=CC=4)C4C=CC=CC=4)=CC=C4C=3C=CC=C4)=C3C(C=CC=C3)=CC=2)C2C=CC=CC=2)=CC=1.CC([O-])(C)C.[Na+], predict the reaction product. The product is: [CH3:10][C@H:11]1[NH:12][CH2:13][CH2:14][N:15]([C:2]2[CH:9]=[CH:8][CH:7]=[CH:6][C:3]=2[C:4]#[N:5])[CH2:16]1.